Task: Predict the reactants needed to synthesize the given product.. Dataset: Full USPTO retrosynthesis dataset with 1.9M reactions from patents (1976-2016) (1) Given the product [N:8]1[CH:9]=[CH:10][CH:11]=[C:6]([O:5][CH2:4][CH2:3][CH2:2][NH2:13])[CH:7]=1, predict the reactants needed to synthesize it. The reactants are: Cl[CH2:2][CH2:3][CH2:4][O:5][C:6]1[CH:7]=[N:8][CH:9]=[CH:10][CH:11]=1.[OH-].[NH4+:13]. (2) Given the product [Br:8][C:9]1[CH:10]=[C:11]([N:15]2[C:19]3[N:20]=[CH:21][N:22]([CH2:25][C:26]4([OH:32])[CH2:31][CH2:30][N:29]([C:44]([N:43]([CH3:47])[CH3:42])=[O:45])[CH2:28][CH2:27]4)[C:23](=[O:24])[C:18]=3[CH:17]=[N:16]2)[CH:12]=[CH:13][CH:14]=1, predict the reactants needed to synthesize it. The reactants are: C(O)(C(F)(F)F)=O.[Br:8][C:9]1[CH:10]=[C:11]([N:15]2[C:19]3[N:20]=[CH:21][N:22]([CH2:25][C:26]4([OH:32])[CH2:31][CH2:30][NH:29][CH2:28][CH2:27]4)[C:23](=[O:24])[C:18]=3[CH:17]=[N:16]2)[CH:12]=[CH:13][CH:14]=1.CCN(C(C)C)C(C)C.[CH3:42][N:43]([CH3:47])[C:44](Cl)=[O:45]. (3) Given the product [CH:1]([N:3]1[CH2:12][CH2:11][C:6]2([O:7][CH2:8][CH2:9][O:10]2)[CH2:5][CH:4]1[C:13]([OH:15])=[O:14])=[O:2], predict the reactants needed to synthesize it. The reactants are: [CH:1]([N:3]1[CH2:12][CH2:11][C:6]2([O:10][CH2:9][CH2:8][O:7]2)[CH2:5][CH:4]1[C:13]([O:15]C)=[O:14])=[O:2].[OH-].[K+].Cl.